This data is from Forward reaction prediction with 1.9M reactions from USPTO patents (1976-2016). The task is: Predict the product of the given reaction. (1) Given the reactants IC.[Br:3][C:4]1[CH:5]=[C:6]2[C:11](=[CH:12][CH:13]=1)[CH:10]=[C:9]([CH2:14][OH:15])[CH:8]=[CH:7]2.[H-].[Na+].[CH3:18]N(C=O)C, predict the reaction product. The product is: [Br:3][C:4]1[CH:13]=[CH:12][C:11]2[C:6](=[CH:7][CH:8]=[C:9]([CH2:14][O:15][CH3:18])[CH:10]=2)[CH:5]=1. (2) Given the reactants [CH3:1][O:2][C:3]1[C:15]2[C:14]3[C:9](=[CH:10][CH:11]=[CH:12][CH:13]=3)[NH:8][C:7]=2[CH:6]=[CH:5][CH:4]=1.[C:16](=[O:19])([O-])[O-].[Cs+].[Cs+].Br[CH2:23][CH2:24][CH3:25].[CH3:26]N(C)C=O, predict the reaction product. The product is: [CH3:1][O:2][C:3]1[CH:4]=[CH:5][CH:6]=[C:7]2[C:15]=1[C:14]1[CH:13]=[C:12]([C:16](=[O:19])[CH3:26])[CH:11]=[CH:10][C:9]=1[N:8]2[CH2:23][CH2:24][CH3:25]. (3) Given the reactants [C:1]([N:5]1[CH2:10][CH2:9][N:8]([CH2:11][C:12]2[N:13]([CH3:28])[C:14]3[C:19]([N:20]=2)=[C:18]([N:21]2[CH2:26][CH2:25][O:24][CH2:23][CH2:22]2)[N:17]=[C:16](Cl)[N:15]=3)[CH2:7][CH2:6]1)([CH3:4])([CH3:3])[CH3:2].CC1(C)C(C)(C)OB([C:37]2[C:46]3[C:41](=[CH:42][CH:43]=[CH:44][CH:45]=3)[N:40]=[CH:39][CH:38]=2)O1, predict the reaction product. The product is: [C:1]([N:5]1[CH2:10][CH2:9][N:8]([CH2:11][C:12]2[N:13]([CH3:28])[C:14]3[C:19]([N:20]=2)=[C:18]([N:21]2[CH2:26][CH2:25][O:24][CH2:23][CH2:22]2)[N:17]=[C:16]([C:37]2[C:46]4[C:41](=[CH:42][CH:43]=[CH:44][CH:45]=4)[N:40]=[CH:39][CH:38]=2)[N:15]=3)[CH2:7][CH2:6]1)([CH3:4])([CH3:3])[CH3:2]. (4) Given the reactants [CH2:1]([C:8]1=[N:9][NH:10][C:11](=[O:24])/[C:12]/1=[C:13]1\[NH:14][C:15]2[C:20]([C:21](Cl)=[CH:22]\1)=[CH:19][CH:18]=[CH:17][CH:16]=2)C1C=CC=CC=1.[NH2:25][C:26]1[CH:31]=[CH:30][C:29]([SH:32])=[CH:28][CH:27]=1, predict the reaction product. The product is: [NH2:25][C:26]1[CH:31]=[CH:30][C:29]([S:32][C:21]2[C:20]3[C:15](=[CH:16][CH:17]=[CH:18][CH:19]=3)[NH:14]/[C:13](=[C:12]3/[C:8]([CH3:1])=[N:9][NH:10][C:11]/3=[O:24])/[CH:22]=2)=[CH:28][CH:27]=1. (5) Given the reactants [Br:1][C:2]1[C:10]([CH3:11])=[CH:9][CH:8]=[CH:7][C:3]=1[C:4](O)=[O:5].[H-].[H-].[H-].[H-].[Li+].[Al+3], predict the reaction product. The product is: [Br:1][C:2]1[C:10]([CH3:11])=[CH:9][CH:8]=[CH:7][C:3]=1[CH2:4][OH:5]. (6) The product is: [CH3:1][O:2][CH2:3][CH2:4][O:5][C:6](=[O:33])[CH2:7][N:8]([C:9]1[S:10][C:11]2[N:12]=[C:13]([N:18]3[CH2:23][CH2:22][CH:21]([O:24][C:25]4[CH:30]=[C:29]([F:31])[CH:28]=[CH:27][C:26]=4[Br:32])[CH2:20][CH2:19]3)[N:14]=[CH:15][C:16]=2[N:17]=1)[CH3:35]. Given the reactants [CH3:1][O:2][CH2:3][CH2:4][O:5][C:6](=[O:33])[CH2:7][NH:8][C:9]1[S:10][C:11]2[N:12]=[C:13]([N:18]3[CH2:23][CH2:22][CH:21]([O:24][C:25]4[CH:30]=[C:29]([F:31])[CH:28]=[CH:27][C:26]=4[Br:32])[CH2:20][CH2:19]3)[N:14]=[CH:15][C:16]=2[N:17]=1.I[CH3:35], predict the reaction product. (7) Given the reactants [C:1]1([CH2:7][C:8](Cl)=[O:9])[CH:6]=[CH:5][CH:4]=[CH:3][CH:2]=1.Cl.[CH3:12][N:13]1[CH2:18][CH2:17][N:16]([C:19]2[CH:24]=[C:23]([C:25]3[CH:34]=[C:33]4[C:28]([CH2:29][CH2:30][NH:31][CH2:32]4)=[CH:27][CH:26]=3)[N:22]=[C:21]([NH2:35])[N:20]=2)[CH2:15][CH2:14]1, predict the reaction product. The product is: [CH3:12][N:13]1[CH2:14][CH2:15][N:16]([C:19]2[CH:24]=[C:23]([C:25]3[CH:34]=[C:33]4[C:28]([CH2:29][CH2:30][N:31]([C:8](=[O:9])[CH2:7][C:1]5[CH:6]=[CH:5][CH:4]=[CH:3][CH:2]=5)[CH2:32]4)=[CH:27][CH:26]=3)[N:22]=[C:21]([NH2:35])[N:20]=2)[CH2:17][CH2:18]1. (8) Given the reactants [NH2:1][C:2]1[C:11](=[O:12])[C:10]2[N:9]=[C:8]([CH3:13])[CH:7]=[CH:6][C:5]=2[C:4](=[O:14])[C:3]=1[Cl:15].[Se](=O)=[O:17], predict the reaction product. The product is: [NH2:1][C:2]1[C:11](=[O:12])[C:10]2[N:9]=[C:8]([CH:13]=[O:17])[CH:7]=[CH:6][C:5]=2[C:4](=[O:14])[C:3]=1[Cl:15].